Task: Predict the reaction yield, written as a fraction of the theoretical maximum amount of product (1.0 means a 100% yield; for example, 0.34 means a 34% yield).. Dataset: Reaction yield outcomes from USPTO patents with 853,638 reactions (1) The reactants are [OH:1][CH2:2][C@H:3]1[CH2:8][CH2:7][C@H:6]([C:9]([O:11][CH3:12])=[O:10])[CH2:5][CH2:4]1.CC(OI1(OC(C)=O)(OC(C)=O)OC(=O)C2C=CC=CC1=2)=O. The catalyst is ClCCl. The product is [CH:2]([C@H:3]1[CH2:4][CH2:5][C@H:6]([C:9]([O:11][CH3:12])=[O:10])[CH2:7][CH2:8]1)=[O:1]. The yield is 0.930. (2) The catalyst is C(Cl)Cl. The reactants are [CH2:1]([C@H:8]1[CH2:13][N:12]([C:14]2[CH:19]=[CH:18][C:17]([O:20][CH3:21])=[C:16]([O:22][CH:23]3[CH2:27][CH2:26][CH2:25][CH2:24]3)[CH:15]=2)[CH2:11][CH2:10][N:9]1[CH2:28][C:29]1[N:30]=[CH:31][N:32](C(C2C=CC=CC=2)(C2C=CC=CC=2)C2C=CC=CC=2)[CH:33]=1)[C:2]1[CH:7]=[CH:6][CH:5]=[CH:4][CH:3]=1.C([SiH](CC)CC)C.FC(F)(F)C(O)=O. The yield is 0.830. The product is [CH2:1]([C@H:8]1[CH2:13][N:12]([C:14]2[CH:19]=[CH:18][C:17]([O:20][CH3:21])=[C:16]([O:22][CH:23]3[CH2:24][CH2:25][CH2:26][CH2:27]3)[CH:15]=2)[CH2:11][CH2:10][N:9]1[CH2:28][C:29]1[NH:30][CH:31]=[N:32][CH:33]=1)[C:2]1[CH:3]=[CH:4][CH:5]=[CH:6][CH:7]=1.